This data is from Catalyst prediction with 721,799 reactions and 888 catalyst types from USPTO. The task is: Predict which catalyst facilitates the given reaction. Reactant: [H-].[H-].[H-].[H-].[Li+].[Al+3].[Cl:7][C:8]1[CH:13]=[CH:12][C:11]([CH2:14][CH2:15][C:16](O)=[O:17])=[CH:10][CH:9]=1.C(C(C(C([O-])=O)O)O)([O-])=O.[Na+].[K+]. Product: [Cl:7][C:8]1[CH:9]=[CH:10][C:11]([CH2:14][CH2:15][CH2:16][OH:17])=[CH:12][CH:13]=1. The catalyst class is: 56.